Dataset: Forward reaction prediction with 1.9M reactions from USPTO patents (1976-2016). Task: Predict the product of the given reaction. (1) Given the reactants [CH:1]1([C:7]2[C:8]3[CH:9]=[CH:10][C:11]([C:39]([OH:41])=O)=[CH:12][C:13]=3[N:14]3[CH2:20][C:19]([C:21]4[N:25]([CH2:26][CH3:27])[N:24]=[CH:23][C:22]=4[C:28]([O:30][CH2:31][CH3:32])=[O:29])=[CH:18][C:17]4[CH:33]=[C:34]([O:37][CH3:38])[CH:35]=[CH:36][C:16]=4[C:15]=23)[CH2:6][CH2:5][CH2:4][CH2:3][CH2:2]1.[CH3:42][CH:43]([S:45]([NH2:48])(=[O:47])=[O:46])[CH3:44].C(Cl)CCl, predict the reaction product. The product is: [CH:1]1([C:7]2[C:8]3[CH:9]=[CH:10][C:11]([C:39](=[O:41])[NH:48][S:45]([CH:43]([CH3:44])[CH3:42])(=[O:47])=[O:46])=[CH:12][C:13]=3[N:14]3[CH2:20][C:19]([C:21]4[N:25]([CH2:26][CH3:27])[N:24]=[CH:23][C:22]=4[C:28]([O:30][CH2:31][CH3:32])=[O:29])=[CH:18][C:17]4[CH:33]=[C:34]([O:37][CH3:38])[CH:35]=[CH:36][C:16]=4[C:15]=23)[CH2:2][CH2:3][CH2:4][CH2:5][CH2:6]1. (2) Given the reactants [NH2:1][C:2]1[CH:3]=[N:4][CH:5]=[CH:6][CH:7]=1.CN(C(ON1N=NC2C=CC=NC1=2)=[N+](C)C)C.F[P-](F)(F)(F)(F)F.[Br:32][C:33]1[C:34]([CH3:50])=[CH:35][C:36]([O:42][CH2:43][C:44]2[CH:49]=[CH:48][CH:47]=[CH:46][CH:45]=2)=[C:37]([CH:41]=1)[C:38](O)=[O:39], predict the reaction product. The product is: [Br:32][C:33]1[C:34]([CH3:50])=[CH:35][C:36]([O:42][CH2:43][C:44]2[CH:49]=[CH:48][CH:47]=[CH:46][CH:45]=2)=[C:37]([CH:41]=1)[C:38]([NH:1][C:2]1[CH:3]=[N:4][CH:5]=[CH:6][CH:7]=1)=[O:39]. (3) Given the reactants [CH:1]([C:3]1[C:4]([F:12])=[C:5]([C:8]([F:11])=[CH:9][CH:10]=1)[C:6]#[N:7])=[CH2:2].C1C=C(Cl)C=C(C(OO)=[O:21])C=1, predict the reaction product. The product is: [F:12][C:4]1[C:3]([CH:1]2[CH2:2][O:21]2)=[CH:10][CH:9]=[C:8]([F:11])[C:5]=1[C:6]#[N:7]. (4) Given the reactants Br[C:2]1[CH:7]=[CH:6][CH:5]=[CH:4][C:3]=1[C:8]1[CH:13]=[CH:12][CH:11]=[CH:10][CH:9]=1.[Li]CCCC.CCCCCC.[C:25]1([CH:31]2[C:40]3[C:35](=[CH:36][CH:37]=[CH:38][CH:39]=3)[C:33](=O)[O:32]2)[CH:30]=[CH:29][CH:28]=[CH:27][CH:26]=1.Cl, predict the reaction product. The product is: [C:3]1([C:8]2[CH:13]=[CH:12][CH:11]=[CH:10][CH:9]=2)[CH:4]=[CH:5][CH:6]=[CH:7][C:2]=1[C:33]1[O:32][C:31]([C:25]2[CH:30]=[CH:29][CH:28]=[CH:27][CH:26]=2)=[C:40]2[C:35]=1[CH:36]=[CH:37][CH:38]=[CH:39]2. (5) Given the reactants [OH-].[Li+].C([O:5][C:6](=[O:38])[CH:7]([S:34]([CH3:37])(=[O:36])=[O:35])[CH2:8][CH2:9][CH:10]1[CH2:15][CH2:14][C:13]([S:24]([C:27]2[CH:32]=[CH:31][C:30]([Cl:33])=[CH:29][CH:28]=2)(=[O:26])=[O:25])([C:16]2[CH:21]=[C:20]([F:22])[CH:19]=[CH:18][C:17]=2[F:23])[CH2:12][CH2:11]1)C.Cl, predict the reaction product. The product is: [Cl:33][C:30]1[CH:31]=[CH:32][C:27]([S:24]([C:13]2([C:16]3[CH:21]=[C:20]([F:22])[CH:19]=[CH:18][C:17]=3[F:23])[CH2:12][CH2:11][CH:10]([CH2:9][CH2:8][CH:7]([S:34]([CH3:37])(=[O:35])=[O:36])[C:6]([OH:38])=[O:5])[CH2:15][CH2:14]2)(=[O:25])=[O:26])=[CH:28][CH:29]=1. (6) Given the reactants Cl[C:2]1[N:11]=[C:10]([N:12]([C:14]2[CH:19]=[CH:18][C:17]([O:20][CH3:21])=[CH:16][CH:15]=2)[CH3:13])[C:9]2[C:4](=[CH:5][CH:6]=[CH:7][CH:8]=2)[N:3]=1.[NH3:22], predict the reaction product. The product is: [CH3:21][O:20][C:17]1[CH:18]=[CH:19][C:14]([N:12]([CH3:13])[C:10]2[C:9]3[C:4](=[CH:5][CH:6]=[CH:7][CH:8]=3)[N:3]=[C:2]([NH2:22])[N:11]=2)=[CH:15][CH:16]=1. (7) Given the reactants C([O:5][C@H:6]1[CH2:10][N:9]([C:11](=[O:26])[C@@H:12]([N:16]2[CH2:24][C:23]3[C:18](=[CH:19][CH:20]=[CH:21][CH:22]=3)[C:17]2=[O:25])[CH:13]([CH3:15])[CH3:14])[C@H:8]([C:27]([NH:29][CH2:30][C:31]2[CH:36]=[CH:35][C:34]([C:37]3[S:41][CH:40]=[N:39][C:38]=3[CH3:42])=[CH:33][C:32]=2[O:43][CH2:44][CH2:45][O:46][CH2:47][CH2:48][O:49][CH2:50][CH2:51][O:52][C:53]2[CH:58]=[CH:57][C:56]([N:59]3[C:63]([CH3:65])([CH3:64])[C:62](=[O:66])[N:61]([C:67]4[CH:72]=[CH:71][C:70]([C:73]#[N:74])=[C:69]([C:75]([F:78])([F:77])[F:76])[CH:68]=4)[C:60]3=[S:79])=[CH:55][CH:54]=2)=[O:28])[CH2:7]1)(C)(C)C.FC(F)(F)C(O)=O, predict the reaction product. The product is: [C:73]([C:70]1[CH:71]=[CH:72][C:67]([N:61]2[C:62](=[O:66])[C:63]([CH3:65])([CH3:64])[N:59]([C:56]3[CH:55]=[CH:54][C:53]([O:52][CH2:51][CH2:50][O:49][CH2:48][CH2:47][O:46][CH2:45][CH2:44][O:43][C:32]4[CH:33]=[C:34]([C:37]5[S:41][CH:40]=[N:39][C:38]=5[CH3:42])[CH:35]=[CH:36][C:31]=4[CH2:30][NH:29][C:27]([C@@H:8]4[CH2:7][C@@H:6]([OH:5])[CH2:10][N:9]4[C:11](=[O:26])[C@@H:12]([N:16]4[CH2:24][C:23]5[C:18](=[CH:19][CH:20]=[CH:21][CH:22]=5)[C:17]4=[O:25])[CH:13]([CH3:15])[CH3:14])=[O:28])=[CH:58][CH:57]=3)[C:60]2=[S:79])=[CH:68][C:69]=1[C:75]([F:77])([F:76])[F:78])#[N:74]. (8) Given the reactants [NH2:1][C:2]([NH2:4])=[S:3].[N+:5]([C:8]1[CH:13]=[CH:12][C:11]([CH2:14][Br:15])=[CH:10][CH:9]=1)([O-:7])=[O:6].[Br-], predict the reaction product. The product is: [BrH:15].[N+:5]([C:8]1[CH:13]=[CH:12][C:11]([CH2:14][S:3][C:2](=[NH:4])[NH2:1])=[CH:10][CH:9]=1)([O-:7])=[O:6].